This data is from Catalyst prediction with 721,799 reactions and 888 catalyst types from USPTO. The task is: Predict which catalyst facilitates the given reaction. (1) Reactant: [Cl:1][C:2]1[CH:3]=[CH:4][C:5]([OH:10])=[C:6]([CH:9]=1)[CH:7]=[O:8].[Br:11]N1C(=O)CCC1=O. Product: [Br:11][C:4]1[C:5]([OH:10])=[C:6]([CH:9]=[C:2]([Cl:1])[CH:3]=1)[CH:7]=[O:8]. The catalyst class is: 31. (2) Reactant: [Zn](CC)[CH2:2]C.FC(F)(F)C(O)=O.N#N.C(I)I.[CH3:18][C:19]1([CH3:34])[C:23]([CH3:25])([CH3:24])[O:22][B:21]([C:26]2[CH:31]=[CH:30][CH:29]=[C:28]([CH:32]=[CH2:33])[CH:27]=2)[O:20]1. Product: [CH:32]1([C:28]2[CH:27]=[C:26]([B:21]3[O:20][C:19]([CH3:34])([CH3:18])[C:23]([CH3:24])([CH3:25])[O:22]3)[CH:31]=[CH:30][CH:29]=2)[CH2:2][CH2:33]1. The catalyst class is: 2. (3) Reactant: [CH2:1]([O:19][CH2:20][CH:21]=[O:22])[CH2:2][CH2:3][CH2:4][CH2:5][CH2:6][CH2:7][CH2:8][CH2:9][CH2:10][CH2:11][CH2:12][CH2:13][CH2:14][CH2:15][CH2:16][CH2:17][CH3:18].[CH2:23]([Mg]Br)[CH2:24][CH2:25][CH2:26][CH2:27][CH2:28][CH2:29][CH2:30]/[CH:31]=[CH:32]\[CH2:33]/[CH:34]=[CH:35]\[CH2:36][CH2:37][CH2:38][CH2:39][CH3:40]. Product: [CH2:1]([O:19][CH2:20][CH:21]([OH:22])[CH2:23][CH2:24][CH2:25][CH2:26][CH2:27][CH2:28][CH2:29][CH2:30]/[CH:31]=[CH:32]\[CH2:33]/[CH:34]=[CH:35]\[CH2:36][CH2:37][CH2:38][CH2:39][CH3:40])[CH2:2][CH2:3][CH2:4][CH2:5][CH2:6][CH2:7][CH2:8][CH2:9][CH2:10][CH2:11][CH2:12][CH2:13][CH2:14][CH2:15][CH2:16][CH2:17][CH3:18]. The catalyst class is: 7.